From a dataset of Reaction yield outcomes from USPTO patents with 853,638 reactions. Predict the reaction yield, written as a fraction of the theoretical maximum amount of product (1.0 means a 100% yield; for example, 0.34 means a 34% yield). (1) The reactants are [CH3:1][O:2][C:3](=[O:14])[C:4]([C:7]1[CH:12]=[CH:11][CH:10]=[C:9](Br)[CH:8]=1)([CH3:6])[CH3:5].C([O-])(=O)C.[K+].[B:20]1([B:20]2[O:24][C:23]([CH3:26])([CH3:25])[C:22]([CH3:28])([CH3:27])[O:21]2)[O:24][C:23]([CH3:26])([CH3:25])[C:22]([CH3:28])([CH3:27])[O:21]1. The catalyst is CS(C)=O.O.CCOCC.C1C=CC([PH+]([C]2[CH][CH][CH][CH]2)C2C=CC=CC=2)=CC=1.C1C=CC([PH+]([C]2[CH][CH][CH][CH]2)C2C=CC=CC=2)=CC=1.C(Cl)Cl.Cl[Pd]Cl.[Fe]. The product is [CH3:1][O:2][C:3](=[O:14])[C:4]([CH3:6])([C:7]1[CH:12]=[CH:11][CH:10]=[C:9]([B:20]2[O:24][C:23]([CH3:26])([CH3:25])[C:22]([CH3:28])([CH3:27])[O:21]2)[CH:8]=1)[CH3:5]. The yield is 0.880. (2) The product is [C:35]([O:37][C:15]1[CH:16]=[CH:17][C:12]([O:11][C:10]2[CH:22]=[CH:23][C:24]([CH2:26][CH3:27])=[CH:25][C:9]=2[O:8][CH2:1][C:2]2[CH:3]=[CH:4][CH:5]=[CH:6][CH:7]=2)=[C:13]([F:21])[CH:14]=1)(=[O:36])[CH3:30]. The reactants are [CH2:1]([O:8][C:9]1[CH:25]=[C:24]([CH2:26][CH3:27])[CH:23]=[CH:22][C:10]=1[O:11][C:12]1[CH:17]=[CH:16][C:15](C(=O)C)=[CH:14][C:13]=1[F:21])[C:2]1[CH:7]=[CH:6][CH:5]=[CH:4][CH:3]=1.C1C=C(Cl)C=[C:30]([C:35]([O:37]O)=[O:36])C=1. The catalyst is ClCCl.CC1C=CC(S(O)(=O)=O)=CC=1. The yield is 0.510. (3) The reactants are [F:1][C:2]([F:39])([F:38])[C:3]1[CH:8]=[CH:7][C:6]([N:9]2[CH2:14][CH2:13][CH:12]([O:15][C:16]3[N:17]=[CH:18][C:19]([C:22]([NH:24][CH:25]4[CH2:30][CH2:29][N:28](C(OC(C)(C)C)=O)[CH2:27][CH2:26]4)=[O:23])=[N:20][CH:21]=3)[CH2:11][CH2:10]2)=[CH:5][CH:4]=1.[ClH:40]. The catalyst is O1CCOCC1. The product is [ClH:40].[ClH:40].[NH:28]1[CH2:29][CH2:30][CH:25]([NH:24][C:22]([C:19]2[CH:18]=[N:17][C:16]([O:15][CH:12]3[CH2:11][CH2:10][N:9]([C:6]4[CH:7]=[CH:8][C:3]([C:2]([F:39])([F:1])[F:38])=[CH:4][CH:5]=4)[CH2:14][CH2:13]3)=[CH:21][N:20]=2)=[O:23])[CH2:26][CH2:27]1. The yield is 0.990.